Predict the product of the given reaction. From a dataset of Forward reaction prediction with 1.9M reactions from USPTO patents (1976-2016). Given the reactants [Cl:1][C:2]1[CH:3]=[C:4]2[O:8][C:7](=S)[NH:6][C:5]2=[C:10]([C:12]([O:14][CH3:15])=[O:13])[CH:11]=1.O=P(Cl)(Cl)[Cl:18].P(Cl)(Cl)(Cl)(Cl)Cl, predict the reaction product. The product is: [Cl:18][C:7]1[O:8][C:4]2[C:5](=[C:10]([C:12]([O:14][CH3:15])=[O:13])[CH:11]=[C:2]([Cl:1])[CH:3]=2)[N:6]=1.